From a dataset of Full USPTO retrosynthesis dataset with 1.9M reactions from patents (1976-2016). Predict the reactants needed to synthesize the given product. (1) The reactants are: [CH3:1][CH:2]1[N:6]([C:7]([O:9][C:10]([CH3:13])([CH3:12])[CH3:11])=[O:8])[CH:5]([C:14]([O:16][CH2:17][CH3:18])=[O:15])[CH2:4][CH2:3]1.[Li+].C[Si]([N-][Si](C)(C)C)(C)C.[CH:29](=[O:31])[CH3:30]. Given the product [OH:31][CH:29]([C:5]1([C:14]([O:16][CH2:17][CH3:18])=[O:15])[CH2:4][CH2:3][CH:2]([CH3:1])[N:6]1[C:7]([O:9][C:10]([CH3:13])([CH3:11])[CH3:12])=[O:8])[CH3:30], predict the reactants needed to synthesize it. (2) Given the product [Cl:23][C:20]1[CH:21]=[CH:22][C:17]([N:7]2[CH2:8][C@@H:9]([CH3:16])[C:10]3=[N:14][N:13]=[C:12]([CH3:15])[N:11]3[C:5]3[CH:4]=[CH:3][C:2]([B:28]4[O:29][C:30]([CH3:32])([CH3:31])[C:26]([CH3:42])([CH3:25])[O:27]4)=[CH:24][C:6]2=3)=[N:18][CH:19]=1, predict the reactants needed to synthesize it. The reactants are: Br[C:2]1[CH:3]=[CH:4][C:5]2[N:11]3[C:12]([CH3:15])=[N:13][N:14]=[C:10]3[C@H:9]([CH3:16])[CH2:8][N:7]([C:17]3[CH:22]=[CH:21][C:20]([Cl:23])=[CH:19][N:18]=3)[C:6]=2[CH:24]=1.[CH3:25][C:26]1([CH3:42])[C:30]([CH3:32])([CH3:31])[O:29][B:28]([B:28]2[O:29][C:30]([CH3:32])([CH3:31])[C:26]([CH3:42])([CH3:25])[O:27]2)[O:27]1.CC([O-])=O.[K+].N#N. (3) Given the product [NH2:1][C:2]1[N:7]([CH2:8][CH2:9][C:10]2[CH:11]=[CH:12][C:13]([N+:16]([O-:18])=[O:17])=[CH:14][CH:15]=2)[C:6](=[O:19])[N:5]([CH2:20][CH2:21][CH3:22])[C:4](=[O:23])[C:3]=1[N:28]=[O:29], predict the reactants needed to synthesize it. The reactants are: [NH2:1][C:2]1[N:7]([CH2:8][CH2:9][C:10]2[CH:15]=[CH:14][C:13]([N+:16]([O-:18])=[O:17])=[CH:12][CH:11]=2)[C:6](=[O:19])[N:5]([CH2:20][CH2:21][CH3:22])[C:4](=[O:23])[CH:3]=1.O.C(O)C.[N:28]([O-])=[O:29].[Na+]. (4) Given the product [Br:31][CH2:9][CH2:8][CH2:7][C:5]1[CH:4]=[N:3][N:2]([CH3:1])[CH:6]=1, predict the reactants needed to synthesize it. The reactants are: [CH3:1][N:2]1[CH:6]=[C:5]([CH2:7][CH2:8][CH2:9]O)[CH:4]=[N:3]1.C1C=CC(P(C2C=CC=CC=2)C2C=CC=CC=2)=CC=1.C(Br)(Br)(Br)[Br:31]. (5) Given the product [NH2:1][C:4]1[CH:20]=[CH:19][C:7]([C:8]([N:10]2[CH2:14][CH2:13][CH2:12][CH:11]2[C:15]([O:17][CH3:18])=[O:16])=[O:9])=[CH:6][CH:5]=1, predict the reactants needed to synthesize it. The reactants are: [N+:1]([C:4]1[CH:20]=[CH:19][C:7]([C:8]([N:10]2[CH2:14][CH2:13][CH2:12][CH:11]2[C:15]([O:17][CH3:18])=[O:16])=[O:9])=[CH:6][CH:5]=1)([O-])=O. (6) Given the product [CH3:7][C:8]1[C:9](=[O:10])[NH:17][C:18](=[S:19])[NH:20][C:14]=1[CH3:15], predict the reactants needed to synthesize it. The reactants are: CC(C)([O-])C.[K+].[CH3:7][CH:8]([C:14](=O)[CH3:15])[C:9](OCC)=[O:10].[NH2:17][C:18]([NH2:20])=[S:19]. (7) Given the product [NH2:20][C:16]1[C:15]2[N:14]([C:13]([CH:21]3[CH2:26][CH2:25][N:24]([C:37]([O:39][CH3:40])=[O:38])[CH2:23][CH2:22]3)=[N:12][C:11]=2[C:3]2[NH:2][C:10]3[C:5]([CH:4]=2)=[CH:6][CH:7]=[CH:8][CH:9]=3)[CH:19]=[CH:18][N:17]=1, predict the reactants needed to synthesize it. The reactants are: Cl.[NH:2]1[C:10]2[C:5](=[CH:6][CH:7]=[CH:8][CH:9]=2)[CH:4]=[C:3]1[C:11]1[N:12]=[C:13]([CH:21]2[CH2:26][CH2:25][NH:24][CH2:23][CH2:22]2)[N:14]2[CH:19]=[CH:18][N:17]=[C:16]([NH2:20])[C:15]=12.C(N(CC)C(C)C)(C)C.Cl[C:37]([O:39][CH3:40])=[O:38]. (8) Given the product [C:23]([CH2:22][CH2:21][C:11]1[C:10]2[C:14](=[CH:15][C:7]([C:1]3[CH:2]=[CH:3][CH:4]=[CH:5][CH:6]=3)=[CH:8][CH:9]=2)[NH:13][C:12]=1[C:16]([OH:18])=[O:17])([OH:25])=[O:24], predict the reactants needed to synthesize it. The reactants are: [C:1]1([C:7]2[CH:15]=[C:14]3[C:10]([C:11]([CH2:21][CH2:22][C:23]([O:25]CC)=[O:24])=[C:12]([C:16]([O:18]CC)=[O:17])[NH:13]3)=[CH:9][CH:8]=2)[CH:6]=[CH:5][CH:4]=[CH:3][CH:2]=1.O.O.O.[OH-].[Li+]. (9) Given the product [Cl:27][C:2]1[C:14]2[N:9]3[CH:10]=[CH:11][N:12]=[CH:13][C:8]3=[C:7]([C:15]3[C:20]([CH3:21])=[CH:19][C:18]([CH3:22])=[CH:17][C:16]=3[CH3:23])[C:6]=2[N:5]=[C:4]([CH3:24])[CH:3]=1, predict the reactants needed to synthesize it. The reactants are: O[C:2]1[C:14]2[N:9]3[CH:10]=[CH:11][N:12]=[CH:13][C:8]3=[C:7]([C:15]3[C:20]([CH3:21])=[CH:19][C:18]([CH3:22])=[CH:17][C:16]=3[CH3:23])[C:6]=2[N:5]=[C:4]([CH3:24])[CH:3]=1.P(Cl)(Cl)([Cl:27])=O. (10) Given the product [CH2:1]([S:4]([CH2:5][CH2:6][C:7]([OH:9])=[O:8])(=[O:13])=[O:19])[CH:2]=[CH2:3], predict the reactants needed to synthesize it. The reactants are: [CH2:1]([S:4][CH2:5][CH2:6][C:7]([OH:9])=[O:8])[CH:2]=[CH2:3].C(#N)C.[OH:13]OS([O-])=O.[K+].[OH2:19].